Dataset: Peptide-MHC class I binding affinity with 185,985 pairs from IEDB/IMGT. Task: Regression. Given a peptide amino acid sequence and an MHC pseudo amino acid sequence, predict their binding affinity value. This is MHC class I binding data. (1) The peptide sequence is ALIVAIWDK. The MHC is HLA-A69:01 with pseudo-sequence HLA-A69:01. The binding affinity (normalized) is 0.0847. (2) The peptide sequence is FFPYVVPPTTV. The MHC is Mamu-A01 with pseudo-sequence Mamu-A01. The binding affinity (normalized) is 0.203. (3) The peptide sequence is LSTVLGVSI. The MHC is Mamu-A01 with pseudo-sequence Mamu-A01. The binding affinity (normalized) is 0.906.